Dataset: Forward reaction prediction with 1.9M reactions from USPTO patents (1976-2016). Task: Predict the product of the given reaction. (1) Given the reactants [NH2:1][C:2]1[C:3]([C:8]([NH:10][C@H:11]([C:13]2[CH:18]=[CH:17][C:16]([F:19])=[C:15]([F:20])[CH:14]=2)[CH3:12])=[O:9])=[N:4][CH:5]=[CH:6][N:7]=1.C1C(=O)N([Br:28])C(=O)C1, predict the reaction product. The product is: [NH2:1][C:2]1[C:3]([C:8]([NH:10][C@H:11]([C:13]2[CH:18]=[CH:17][C:16]([F:19])=[C:15]([F:20])[CH:14]=2)[CH3:12])=[O:9])=[N:4][C:5]([Br:28])=[CH:6][N:7]=1. (2) Given the reactants [CH3:1][S:2]([C:4]1[CH:9]=[CH:8][C:7]([N:10]2[C:14]3[CH:15]=[C:16]([C:19]([NH:21][NH2:22])=[O:20])[CH:17]=[CH:18][C:13]=3[N:12]=[CH:11]2)=[CH:6][CH:5]=1)=[O:3].[C:23](=S)=[S:24].C(N(CC)CC)C.[OH-].[Na+], predict the reaction product. The product is: [CH3:1][S:2]([C:4]1[CH:9]=[CH:8][C:7]([N:10]2[C:14]3[CH:15]=[C:16]([C:19]4[O:20][C:23]([SH:24])=[N:22][N:21]=4)[CH:17]=[CH:18][C:13]=3[N:12]=[CH:11]2)=[CH:6][CH:5]=1)=[O:3]. (3) Given the reactants [C:1]([C:3]1[CH:8]=[C:7]([CH3:9])[CH:6]=[CH:5][C:4]=1[C:10]1[CH:15]=[C:14]([C:16]([N:18]2[CH2:22][CH2:21][CH2:20][CH2:19]2)=[O:17])[CH:13]=[C:12]([C:23](O)=[O:24])[CH:11]=1)#[N:2].Cl.CN(C)CCCN=C=NCC.ON1C2C=CC=CC=2N=N1.C(N(CC)C(C)C)(C)C.[F:57][C:58]([F:68])([F:67])[C:59]1[N:64]=[CH:63][C:62]([CH2:65][NH2:66])=[CH:61][CH:60]=1, predict the reaction product. The product is: [C:1]([C:3]1[CH:8]=[C:7]([CH3:9])[CH:6]=[CH:5][C:4]=1[C:10]1[CH:15]=[C:14]([C:16]([N:18]2[CH2:19][CH2:20][CH2:21][CH2:22]2)=[O:17])[CH:13]=[C:12]([C:23]([NH:66][CH2:65][C:62]2[CH:63]=[N:64][C:59]([C:58]([F:68])([F:57])[F:67])=[CH:60][CH:61]=2)=[O:24])[CH:11]=1)#[N:2]. (4) The product is: [O:15]=[C:14]([CH3:16])[CH2:13][C:12]([O:8][C@@H:6]1[CH2:7][C@H:2]([CH3:1])[CH2:3][CH2:4][C@H:5]1[C:9]([CH3:11])=[CH2:10])=[O:17]. Given the reactants [CH3:1][C@H:2]1[CH2:7][C@@H:6]([OH:8])[C@H:5]([C:9]([CH3:11])=[CH2:10])[CH2:4][CH2:3]1.[C:12](OC)(=[O:17])[CH2:13][C:14]([CH3:16])=[O:15], predict the reaction product. (5) Given the reactants [CH2:1]([CH2:5][C:6](=O)[CH3:7])[C:2]([CH3:4])=O.[CH3:9][O:10][C:11]1[CH:17]=[C:16]([O:18][CH3:19])[CH:15]=[CH:14][C:12]=1[NH2:13], predict the reaction product. The product is: [CH3:9][O:10][C:11]1[CH:17]=[C:16]([O:18][CH3:19])[CH:15]=[CH:14][C:12]=1[N:13]1[C:6]([CH3:7])=[CH:5][CH:1]=[C:2]1[CH3:4]. (6) The product is: [NH2:1][C@H:2]([CH2:3][S:4][C:14]([C:15]1[CH:20]=[CH:19][CH:18]=[CH:17][CH:16]=1)([C:27]1[CH:28]=[CH:29][CH:30]=[CH:31][CH:32]=1)[C:21]1[CH:22]=[CH:23][CH:24]=[CH:25][CH:26]=1)[CH2:5][OH:7]. Given the reactants [NH2:1][C@@H:2]([C:5]([OH:7])=O)[CH2:3][SH:4].B.O1CCCC1.[C:14](Cl)([C:27]1[CH:32]=[CH:31][CH:30]=[CH:29][CH:28]=1)([C:21]1[CH:26]=[CH:25][CH:24]=[CH:23][CH:22]=1)[C:15]1[CH:20]=[CH:19][CH:18]=[CH:17][CH:16]=1, predict the reaction product. (7) Given the reactants [CH2:1]([C:3]1[CH:17]=[C:6]2[C:7]([C:13](=O)[CH2:14][CH3:15])=[CH:8][CH:9]=[C:10]([CH2:11][CH3:12])[N:5]2[N:4]=1)[CH3:2].C[Si]([N-][Si](C)(C)C)(C)C.[Li+].BrCC(OC(C)(C)C)=O.[Cl-].[NH4+:38].F[C:40](F)(F)[C:41]([OH:43])=O.O.[NH2:47]N, predict the reaction product. The product is: [CH2:1]([C:3]1[CH:17]=[C:6]2[C:7]([C:13]3[CH:14]([CH3:15])[CH2:40][C:41](=[O:43])[NH:38][N:47]=3)=[CH:8][CH:9]=[C:10]([CH2:11][CH3:12])[N:5]2[N:4]=1)[CH3:2].